This data is from Reaction yield outcomes from USPTO patents with 853,638 reactions. The task is: Predict the reaction yield, written as a fraction of the theoretical maximum amount of product (1.0 means a 100% yield; for example, 0.34 means a 34% yield). (1) The reactants are [CH2:1]([N:8]1[CH2:13][CH2:12][CH:11]([NH2:14])[CH2:10][CH2:9]1)[C:2]1[CH:7]=[CH:6][CH:5]=[CH:4][CH:3]=1.C(O)(C)(C)C.[C:20]([O:24][C:25](OC([O-])=O)=[O:26])([CH3:23])([CH3:22])[CH3:21]. The catalyst is [OH-].[Na+]. The product is [C:20]([O:24][C:25](=[O:26])[NH:14][CH:11]1[CH2:12][CH2:13][N:8]([CH2:1][C:2]2[CH:3]=[CH:4][CH:5]=[CH:6][CH:7]=2)[CH2:9][CH2:10]1)([CH3:23])([CH3:22])[CH3:21]. The yield is 0.828. (2) The product is [N:8]1([C:6]2[N:5]=[CH:4][N:3]=[C:2]([NH2:13])[CH:7]=2)[CH:12]=[CH:11][N:10]=[CH:9]1. The catalyst is CO. The yield is 0.400. The reactants are Cl[C:2]1[CH:7]=[C:6]([N:8]2[CH:12]=[CH:11][N:10]=[CH:9]2)[N:5]=[CH:4][N:3]=1.[NH3:13]. (3) The reactants are C(NC(C)C)(C)C.C([Li])CCC.[C:13]1(=[O:18])[O:17][CH2:16][CH2:15][CH2:14]1.[CH2:19](Br)[C:20]1[CH:25]=[CH:24][CH:23]=[CH:22][CH:21]=1. The catalyst is C1COCC1. The product is [CH2:19]([CH:14]1[CH2:15][CH2:16][O:17][C:13]1=[O:18])[C:20]1[CH:25]=[CH:24][CH:23]=[CH:22][CH:21]=1. The yield is 0.340.